From a dataset of Reaction yield outcomes from USPTO patents with 853,638 reactions. Predict the reaction yield, written as a fraction of the theoretical maximum amount of product (1.0 means a 100% yield; for example, 0.34 means a 34% yield). The reactants are [Cl:1][C:2]1[CH:7]=[CH:6][C:5]([C:8]2[N:12]=[C:11]([C:13]3[S:14][CH:15]=[CH:16][C:17]=3[Cl:18])[O:10][N:9]=2)=[CH:4][C:3]=1[CH3:19].C1C(=O)N([Br:27])C(=O)C1.CC(N=NC(C#N)(C)C)(C#N)C.BrBr. The catalyst is C(Cl)(Cl)(Cl)Cl. The product is [Br:27][CH2:19][C:3]1[CH:4]=[C:5]([C:8]2[N:12]=[C:11]([C:13]3[S:14][CH:15]=[CH:16][C:17]=3[Cl:18])[O:10][N:9]=2)[CH:6]=[CH:7][C:2]=1[Cl:1]. The yield is 0.440.